From a dataset of Forward reaction prediction with 1.9M reactions from USPTO patents (1976-2016). Predict the product of the given reaction. (1) Given the reactants [CH2:1]1[C:9]2[C:4](=[CH:5][CH:6]=[CH:7][CH:8]=2)[CH2:3][CH:2]1[NH:10][C:11]1[N:12]=[CH:13][C:14]2[CH2:20][N:19]([C:21]([C:23]3[CH:27]=[CH:26][N:25]([CH2:28][C:29]#[CH:30])[CH:24]=3)=[O:22])[CH2:18][CH2:17][C:15]=2[N:16]=1.CN(C)C=O.[Na].O=C1O[C@H]([C@H](CO)O)C(O)=C1O.[N:49]([Si](C)(C)C)=[N+:50]=[N-:51], predict the reaction product. The product is: [CH2:1]1[C:9]2[C:4](=[CH:5][CH:6]=[CH:7][CH:8]=2)[CH2:3][CH:2]1[NH:10][C:11]1[N:12]=[CH:13][C:14]2[CH2:20][N:19]([C:21]([C:23]3[CH:27]=[CH:26][N:25]([CH2:28][C:29]4[N:49]=[N:50][NH:51][CH:30]=4)[CH:24]=3)=[O:22])[CH2:18][CH2:17][C:15]=2[N:16]=1. (2) Given the reactants [CH3:1][O:2][C:3]1[CH:27]=[CH:26][C:6]([CH2:7][N:8]2[C:23](=[O:24])[C:11]3([CH2:19][C:18]4[C:13](=[CH:14][CH:15]=[C:16]([N+:20]([O-:22])=[O:21])[CH:17]=4)[CH2:12]3)[NH:10][C:9]2=[O:25])=[CH:5][CH:4]=1.[H-].[Na+].[CH2:30](Br)[C:31]1[CH:36]=[CH:35][CH:34]=[CH:33][CH:32]=1, predict the reaction product. The product is: [CH2:30]([N:10]1[C:11]2([CH2:19][C:18]3[C:13](=[CH:14][CH:15]=[C:16]([N+:20]([O-:22])=[O:21])[CH:17]=3)[CH2:12]2)[C:23](=[O:24])[N:8]([CH2:7][C:6]2[CH:5]=[CH:4][C:3]([O:2][CH3:1])=[CH:27][CH:26]=2)[C:9]1=[O:25])[C:31]1[CH:36]=[CH:35][CH:34]=[CH:33][CH:32]=1. (3) Given the reactants [CH:1](NC(C)C)(C)C.[Li]CCCC.[CH3:13][O:14][C:15](=[O:38])[CH2:16][C:17]1[C:25]2[C:20](=[N:21][CH:22]=[CH:23][CH:24]=2)[N:19]([S:26]([C:29]2[CH:34]=[CH:33][C:32]([Cl:35])=[C:31]([Cl:36])[CH:30]=2)(=[O:28])=[O:27])[C:18]=1[CH3:37], predict the reaction product. The product is: [CH3:13][O:14][C:15](=[O:38])[CH:16]([C:17]1[C:25]2[C:20](=[N:21][CH:22]=[CH:23][CH:24]=2)[N:19]([S:26]([C:29]2[CH:34]=[CH:33][C:32]([Cl:35])=[C:31]([Cl:36])[CH:30]=2)(=[O:27])=[O:28])[C:18]=1[CH3:37])[CH3:1]. (4) Given the reactants [NH:1]1[CH2:6][CH2:5][CH:4]([NH:7][C:8](=[O:14])[O:9][C:10]([CH3:13])([CH3:12])[CH3:11])[CH2:3][CH2:2]1.Br[CH2:16][CH2:17][OH:18].C(N(CC)CC)C.ClCCl.CO, predict the reaction product. The product is: [OH:18][CH2:17][CH2:16][N:1]1[CH2:2][CH2:3][CH:4]([NH:7][C:8](=[O:14])[O:9][C:10]([CH3:11])([CH3:13])[CH3:12])[CH2:5][CH2:6]1. (5) Given the reactants [OH:1][C:2]1[CH:12]=[CH:11][C:5]([C:6]([O:8][CH2:9][CH3:10])=[O:7])=[CH:4][C:3]=1[O:13][CH3:14].C([NH:22][CH2:23][CH2:24]O)(OC(C)(C)C)=O.C1C=CC(P(C2C=CC=CC=2)C2C=CC=CC=2)=CC=1.CC(OC(/N=N/C(OC(C)C)=O)=O)C, predict the reaction product. The product is: [CH3:14][O:13][C:3]1[CH:4]=[C:5]([CH:11]=[CH:12][C:2]=1[O:1][CH2:24][CH2:23][NH2:22])[C:6]([O:8][CH2:9][CH3:10])=[O:7]. (6) Given the reactants Cl.[F:2][C:3]1[CH:4]=[C:5]([N:10]2[C:15]3[N:16]=[CH:17][C:18]([F:20])=[CH:19][C:14]=3[C:13](=[O:21])[N:12]([C@H:22]3[CH2:26][CH2:25][NH:24][CH2:23]3)[C:11]2=[O:27])[CH:6]=[CH:7][C:8]=1[F:9].[NH:28]1[C:36]2[C:31](=[CH:32][CH:33]=[CH:34][CH:35]=2)[C:30]([C:37](O)=[O:38])=[N:29]1.CN(C(ON1N=NC2C=CC=NC1=2)=[N+](C)C)C.F[P-](F)(F)(F)(F)F.C1C=NC2N(O)N=NC=2C=1.CCN(C(C)C)C(C)C, predict the reaction product. The product is: [F:2][C:3]1[CH:4]=[C:5]([N:10]2[C:15]3[N:16]=[CH:17][C:18]([F:20])=[CH:19][C:14]=3[C:13](=[O:21])[N:12]([C@H:22]3[CH2:26][CH2:25][N:24]([C:37]([C:30]4[C:31]5[C:36](=[CH:35][CH:34]=[CH:33][CH:32]=5)[NH:28][N:29]=4)=[O:38])[CH2:23]3)[C:11]2=[O:27])[CH:6]=[CH:7][C:8]=1[F:9]. (7) Given the reactants [CH3:1][O:2][C:3]([C:5]1[N:6]=[C:7]([CH3:14])[N:8]([CH3:13])[C:9]=1[C:10]([OH:12])=O)=[O:4].Cl.Cl.[CH3:17][N:18]1[CH:22]=[C:21]([C:23]2[CH:28]=[CH:27][CH:26]=[CH:25][CH:24]=2)[N:20]=[C:19]1[CH2:29][CH2:30][NH2:31], predict the reaction product. The product is: [CH3:1][O:2][C:3]([C:5]1[N:6]=[C:7]([CH3:14])[N:8]([CH3:13])[C:9]=1[C:10](=[O:12])[NH:31][CH2:30][CH2:29][C:19]1[N:18]([CH3:17])[CH:22]=[C:21]([C:23]2[CH:28]=[CH:27][CH:26]=[CH:25][CH:24]=2)[N:20]=1)=[O:4].